This data is from Reaction yield outcomes from USPTO patents with 853,638 reactions. The task is: Predict the reaction yield, written as a fraction of the theoretical maximum amount of product (1.0 means a 100% yield; for example, 0.34 means a 34% yield). (1) The yield is 0.540. The product is [CH2:54]([N:45]([CH2:46][CH:47]([O:48][CH2:49][CH3:50])[O:51][CH2:52][CH3:53])[C:43](=[O:44])[C@@H:42]([NH:41][C:16]([C:12]1[S:13][CH:14]=[CH:15][C:11]=1[NH:10][C:9]([NH:8][CH2:1][C:2]1[CH:3]=[CH:4][CH:5]=[CH:6][CH:7]=1)=[O:19])=[O:18])[CH3:61])[C:55]1[CH:56]=[CH:57][CH:58]=[CH:59][CH:60]=1. The catalyst is ClCCl. The reactants are [CH2:1]([NH:8][C:9](=[O:19])[NH:10][C:11]1[CH:15]=[CH:14][S:13][C:12]=1[C:16]([OH:18])=O)[C:2]1[CH:7]=[CH:6][CH:5]=[CH:4][CH:3]=1.ON1C2C=CC=CC=2N=N1.C(N=C=NCCCN(C)C)C.[NH2:41][C@@H:42]([CH3:61])[C:43]([N:45]([CH2:54][C:55]1[CH:60]=[CH:59][CH:58]=[CH:57][CH:56]=1)[CH2:46][CH:47]([O:51][CH2:52][CH3:53])[O:48][CH2:49][CH3:50])=[O:44]. (2) The reactants are CCN(C(C)C)[CH:4]([CH3:6])[CH3:5].[ClH:10].[NH2:11][CH2:12][C@@H:13]1[CH2:17][CH2:16][N:15]([C:18]2[C:23]([Br:24])=[CH:22][N:21]=[C:20]3[NH:25][CH:26]=[C:27]([NH:28][C:29](=[O:36])[C:30]4[CH:35]=[CH:34][CH:33]=[N:32][CH:31]=4)[C:19]=23)[CH2:14]1.CC(=O)C.[BH-](OC(C)=O)(OC(C)=O)OC(C)=O.[Na+].C([O-])([O-])=O.[Na+].[Na+]. The catalyst is C(Cl)Cl.CN(C=O)C. The product is [ClH:10].[Br:24][C:23]1[C:18]([N:15]2[CH2:16][CH2:17][C@@H:13]([CH2:12][NH:11][CH:4]([CH3:6])[CH3:5])[CH2:14]2)=[C:19]2[C:27]([NH:28][C:29](=[O:36])[C:30]3[CH:35]=[CH:34][CH:33]=[N:32][CH:31]=3)=[CH:26][NH:25][C:20]2=[N:21][CH:22]=1. The yield is 0.530. (3) The reactants are [CH3:1][O:2][C:3]1[CH:44]=[C:43]([O:45][CH3:46])[CH:42]=[CH:41][C:4]=1[CH2:5][NH:6][C:7]1[C:8]2[CH:15]=[CH:14][N:13]([C@H:16]3[C@@H:20]4[O:21][C:22]([CH3:25])([CH3:24])[O:23][C@@H:19]4[C@@H:18]([CH2:26][N:27]([CH3:40])S(C4C=CC=CC=4[N+]([O-])=O)(=O)=O)[O:17]3)[C:9]=2[N:10]=[CH:11][N:12]=1.C(=O)([O-])[O-].[Cs+].[Cs+].C(#N)C.C1(S)C=CC=CC=1. No catalyst specified. The product is [CH3:1][O:2][C:3]1[CH:44]=[C:43]([O:45][CH3:46])[CH:42]=[CH:41][C:4]=1[CH2:5][NH:6][C:7]1[C:8]2[CH:15]=[CH:14][N:13]([C@H:16]3[C@H:20]4[C@H:19]([O:23][C:22]([CH3:25])([CH3:24])[O:21]4)[C@@H:18]([CH2:26][NH:27][CH3:40])[O:17]3)[C:9]=2[N:10]=[CH:11][N:12]=1. The yield is 0.540.